From a dataset of Full USPTO retrosynthesis dataset with 1.9M reactions from patents (1976-2016). Predict the reactants needed to synthesize the given product. (1) Given the product [CH3:12][O:11][C:8]([CH3:10])([CH3:9])[CH2:7][CH2:6][O:5][CH2:4][CH:3]=[O:2], predict the reactants needed to synthesize it. The reactants are: C[O:2][CH:3](OC)[CH2:4][O:5][CH2:6][CH2:7][C:8]([O:11][CH3:12])([CH3:10])[CH3:9].C(O)=O. (2) The reactants are: Cl.[CH3:2][C@@:3]([C:7]([NH2:9])=[O:8])([CH2:5][SH:6])[NH2:4].[CH3:10][C:11]([CH3:13])=O.C(=O)([O-])[O-].[Na+].[Na+]. Given the product [CH3:10][C:11]1([CH3:13])[NH:4][C:3]([CH3:2])([C:7]([NH2:9])=[O:8])[CH2:5][S:6]1, predict the reactants needed to synthesize it. (3) The reactants are: [SH:1][CH2:2][C:3]([OH:5])=[O:4].Cl[CH2:7][C:8](=[O:13])[CH2:9][C:10]([OH:12])=[O:11]. Given the product [C:3]([CH2:2][S:1][CH2:7][C:8](=[O:13])[CH2:9][C:10]([OH:12])=[O:11])([OH:5])=[O:4], predict the reactants needed to synthesize it. (4) Given the product [F:20][C:12]([F:21])([C:13]1[CH:18]=[CH:17][C:16]([F:19])=[CH:15][N:14]=1)[C:9]1[N:8]=[C:7]([S:22][CH3:23])[C:6]2[C:11](=[C:2]([CH2:24][CH3:25])[CH:3]=[CH:4][CH:5]=2)[N:10]=1, predict the reactants needed to synthesize it. The reactants are: Br[C:2]1[CH:3]=[CH:4][CH:5]=[C:6]2[C:11]=1[N:10]=[C:9]([C:12]([F:21])([F:20])[C:13]1[CH:18]=[CH:17][C:16]([F:19])=[CH:15][N:14]=1)[N:8]=[C:7]2[S:22][CH3:23].[CH2:24]([Sn](CC)(CC)CC)[CH3:25].[Li+].[Cl-]. (5) Given the product [S:6]1[C:7]2[CH2:8][CH2:9][C:10]3[CH:15]=[CH:14][CH:13]=[CH:12][C:11]=3[C:2](=[CH:1][C:24]3[CH:25]=[C:20]([NH2:19])[CH:21]=[CH:22][CH:23]=3)[C:3]=2[CH:4]=[CH:5]1, predict the reactants needed to synthesize it. The reactants are: [CH2:1]=[C:2]1[C:11]2[CH:12]=[CH:13][CH:14]=[CH:15][C:10]=2[CH2:9][CH2:8][C:7]2[S:6][CH:5]=[CH:4][C:3]1=2.C(Br)=C.[NH2:19][C:20]1[CH:21]=[C:22](B(O)O)[CH:23]=[CH:24][CH:25]=1. (6) Given the product [C:31]1([CH:29]([NH:28][C:27]([CH:26]2[CH2:25][N:24]([S:38]([CH3:41])(=[O:40])=[O:39])[CH:21]3[CH2:22][CH2:23][N:19]([C:17](=[O:18])[CH:16]([CH:42]4[CH2:43][CH2:44][CH2:45][CH2:46][CH2:47]4)[NH:15][C:14](=[O:48])[CH:12]([NH:10][CH3:9])[CH3:13])[CH:20]23)=[O:37])[CH3:30])[CH:36]=[CH:35][CH:34]=[CH:33][CH:32]=1, predict the reactants needed to synthesize it. The reactants are: C(O[C:9](=O)[N:10]([CH:12]([C:14](=[O:48])[NH:15][CH:16]([CH:42]1[CH2:47][CH2:46][CH2:45][CH2:44][CH2:43]1)[C:17]([N:19]1[CH2:23][CH2:22][CH:21]2[N:24]([S:38]([CH3:41])(=[O:40])=[O:39])[CH2:25][CH:26]([C:27](=[O:37])[NH:28][CH:29]([C:31]3[CH:36]=[CH:35][CH:34]=[CH:33][CH:32]=3)[CH3:30])[CH:20]12)=[O:18])[CH3:13])C)C1C=CC=CC=1. (7) Given the product [F:2][C:3]1[CH:4]=[C:5]([CH:18]=[CH:19][CH:20]=1)[O:6][C:7]1[N:11]=[C:10]([C@H:12]2[CH2:17][CH2:16][CH2:15][N:14]([C:33]([C:32]3[CH:36]=[CH:37][C:29]([F:28])=[CH:30][CH:31]=3)=[O:34])[CH2:13]2)[O:9][N:8]=1, predict the reactants needed to synthesize it. The reactants are: Cl.[F:2][C:3]1[CH:4]=[C:5]([CH:18]=[CH:19][CH:20]=1)[O:6][C:7]1[N:11]=[C:10]([C@H:12]2[CH2:17][CH2:16][CH2:15][NH:14][CH2:13]2)[O:9][N:8]=1.C(N(CC)CC)C.[F:28][C:29]1[CH:37]=[CH:36][C:32]([C:33](Cl)=[O:34])=[CH:31][CH:30]=1. (8) The reactants are: Br[C:2]1[CH:3]=[C:4]([OH:14])[CH:5]=[C:6]([O:8][C@@H:9]([CH3:13])[CH2:10][O:11][CH3:12])[CH:7]=1.[B:15]1([B:15]2[O:19][C:18]([CH3:21])([CH3:20])[C:17]([CH3:23])([CH3:22])[O:16]2)[O:19][C:18]([CH3:21])([CH3:20])[C:17]([CH3:23])([CH3:22])[O:16]1.C([O-])(=O)C.[K+].O. Given the product [CH3:12][O:11][CH2:10][C@H:9]([CH3:13])[O:8][C:6]1[CH:5]=[C:4]([OH:14])[CH:3]=[C:2]([B:15]2[O:19][C:18]([CH3:21])([CH3:20])[C:17]([CH3:23])([CH3:22])[O:16]2)[CH:7]=1, predict the reactants needed to synthesize it. (9) The reactants are: [Cl:1][CH2:2][C:3](=[O:9])[CH2:4][C:5]([O:7][CH3:8])=[O:6].[CH3:10][C:11](=C)[CH2:12]O. Given the product [Cl:1][CH2:2][C:3](=[O:9])[CH2:4][C:5]([O:7][CH2:8][C:11](=[CH2:10])[CH3:12])=[O:6], predict the reactants needed to synthesize it.